This data is from Reaction yield outcomes from USPTO patents with 853,638 reactions. The task is: Predict the reaction yield, written as a fraction of the theoretical maximum amount of product (1.0 means a 100% yield; for example, 0.34 means a 34% yield). (1) The reactants are CS(O[C:6]1[N:7]=[C:8]([S:20][CH3:21])[N:9]=[N:10][C:11]=1[C:12]1[CH:17]=[C:16]([Cl:18])[CH:15]=[C:14]([Cl:19])[CH:13]=1)(=O)=O.C([O-])([O-])=O.[K+].[K+].[CH3:28][CH:29]1[CH2:34][CH2:33][CH2:32][NH:31][CH2:30]1.C(OCC)(=O)C.CCCCCC. The catalyst is O1CCOCC1.O. The product is [Cl:19][C:14]1[CH:13]=[C:12]([C:11]2[N:10]=[N:9][C:8]([S:20][CH3:21])=[N:7][C:6]=2[N:31]2[CH2:32][CH2:33][CH2:34][CH:29]([CH3:28])[CH2:30]2)[CH:17]=[C:16]([Cl:18])[CH:15]=1. The yield is 0.400. (2) The reactants are [CH3:1]OC(OC)N(C)C.[CH:9]([N:22]1[CH2:25][C:24]([NH:29][CH3:30])([C:26]([NH2:28])=[O:27])[CH2:23]1)([C:16]1[CH:21]=[CH:20][CH:19]=[CH:18][CH:17]=1)[C:10]1[CH:15]=[CH:14][CH:13]=[CH:12][CH:11]=1. No catalyst specified. The product is [CH:9]([N:22]1[CH2:25][C:24]2([C:26](=[O:27])[N:28]=[CH:30][N:29]2[CH3:1])[CH2:23]1)([C:10]1[CH:15]=[CH:14][CH:13]=[CH:12][CH:11]=1)[C:16]1[CH:21]=[CH:20][CH:19]=[CH:18][CH:17]=1. The yield is 0.960. (3) The yield is 0.560. The reactants are [CH3:1][O:2][C:3]1[CH:35]=[C:34]([O:36][CH3:37])[CH:33]=[CH:32][C:4]=1[CH2:5][N:6]1[C:11]([C:12]2[CH:17]=[CH:16][C:15]([N:18]([CH3:20])[CH3:19])=[CH:14][CH:13]=2)=[C:10]([C:21]#[C:22][Si](C)(C)C)[C:9]([OH:27])=[C:8]([C:28]([OH:30])=[O:29])[C:7]1=[O:31].[Si](O[K])(C)(C)[CH3:39].Cl. The product is [CH3:1][O:2][C:3]1[CH:35]=[C:34]([O:36][CH3:37])[CH:33]=[CH:32][C:4]=1[CH2:5][N:6]1[C:11]([C:12]2[CH:17]=[CH:16][C:15]([N:18]([CH3:20])[CH3:19])=[CH:14][CH:13]=2)=[C:10]([C:21]#[C:22][CH3:39])[C:9]([OH:27])=[C:8]([C:28]([OH:30])=[O:29])[C:7]1=[O:31]. The catalyst is O1CCOCC1. (4) The reactants are C[CH2:2][O:3][CH2:4][CH3:5].[O:6]1C(=O)C[CH2:8][C:7]1=[O:12].C([O-])(O)=[O:14].[Na+]. The catalyst is CO. The product is [CH3:2][O:3][C:4]([CH2:5][CH2:8][C:7]([OH:12])=[O:6])=[O:14]. The yield is 0.300. (5) The reactants are O[C:2]1[C:3](=O)[C:4](=[O:7])[C:5]=1[OH:6].[CH2:9](O)[CH2:10][CH2:11][CH3:12]. The catalyst is C1C=CC=CC=1. The product is [CH2:9]([C:2]1[C:5](=[O:6])[C:4](=[O:7])[C:3]=1[CH2:3][CH2:2][CH2:5][CH3:4])[CH2:10][CH2:11][CH3:12]. The yield is 0.870. (6) The reactants are [F:1][C:2]1[CH:3]=[C:4]([O:19][CH3:20])[CH:5]=[C:6]2[C:10]=1[NH:9][C:8]([C:11]1[CH:12]=[N:13][N:14]([CH3:16])[CH:15]=1)=[C:7]2[CH:17]=O.[CH3:21][NH:22][C:23]([NH:25][C:26]1[CH:27]=[CH:28][C:29]2[O:33][CH2:32][C:31](=[O:34])[C:30]=2[CH:35]=1)=[O:24]. The catalyst is Cl.CCO.CCOC(C)=O. The product is [F:1][C:2]1[CH:3]=[C:4]([O:19][CH3:20])[CH:5]=[C:6]2[C:10]=1[NH:9][C:8]([C:11]1[CH:12]=[N:13][N:14]([CH3:16])[CH:15]=1)=[C:7]2/[CH:17]=[C:32]1\[O:33][C:29]2[CH:28]=[CH:27][C:26]([NH:25][C:23]([NH:22][CH3:21])=[O:24])=[CH:35][C:30]=2[C:31]\1=[O:34]. The yield is 0.320. (7) The reactants are C([O:3][C:4]([C:6]1([NH:15][S:16]([C:19]2[CH:24]=[CH:23][C:22]([O:25][CH2:26][C:27]3[C:36]4[C:31](=[CH:32][CH:33]=[CH:34][CH:35]=4)[N:30]=[C:29]([CH3:37])[CH:28]=3)=[CH:21][CH:20]=2)(=[O:18])=[O:17])[CH2:11][CH2:10][N:9]([C:12](=[O:14])[CH3:13])[CH2:8][CH2:7]1)=[O:5])C.Cl. The catalyst is O1CCOCC1. The product is [C:12]([N:9]1[CH2:8][CH2:7][C:6]([NH:15][S:16]([C:19]2[CH:20]=[CH:21][C:22]([O:25][CH2:26][C:27]3[C:36]4[C:31](=[CH:32][CH:33]=[CH:34][CH:35]=4)[N:30]=[C:29]([CH3:37])[CH:28]=3)=[CH:23][CH:24]=2)(=[O:18])=[O:17])([C:4]([OH:5])=[O:3])[CH2:11][CH2:10]1)(=[O:14])[CH3:13]. The yield is 0.631. (8) The reactants are CO[C:3]1[CH:7]=[CH:6][S:5][C:4]=1OC.[Br:10][CH2:11][CH:12]([OH:15])[CH2:13][OH:14].C1(C)C=CC(S(O)(=O)=O)=CC=1. The catalyst is C1(C)C=CC=CC=1. The product is [Br:10][CH2:11][CH:12]1[O:15][C:3]2=[CH:4][S:5][CH:6]=[C:7]2[O:14][CH2:13]1. The yield is 0.570. (9) The reactants are [OH:1][N:2]=[C:3](Cl)[C:4]1[C:8]([NH:9][CH2:10][CH2:11][CH2:12][O:13][CH3:14])=[N:7][O:6][N:5]=1.[F:16][C:17]1[CH:22]=[CH:21][C:20]([NH2:23])=[CH:19][C:18]=1[C:24]([F:27])([F:26])[F:25]. No catalyst specified. The product is [F:16][C:17]1[CH:22]=[CH:21][C:20]([NH:23][C:3]([C:4]2[C:8]([NH:9][CH2:10][CH2:11][CH2:12][O:13][CH3:14])=[N:7][O:6][N:5]=2)=[N:2][OH:1])=[CH:19][C:18]=1[C:24]([F:25])([F:26])[F:27]. The yield is 0.870. (10) The reactants are [CH:1]([C:3]1[CH:13]=[CH:12][C:6]([O:7][CH2:8][C:9]([OH:11])=O)=[CH:5][CH:4]=1)=[O:2].CN1CCCCC1.C(C1C=C(C=CC=1)OC[C:28]([N:30]1[CH2:35][CH2:34][N:33](C(OC(C)(C)C)=O)[CH2:32][CH2:31]1)=O)=O. No catalyst specified. The product is [CH3:28][N:30]1[CH2:35][CH2:34][N:33]([C:9](=[O:11])[CH2:8][O:7][C:6]2[CH:5]=[CH:4][C:3]([CH:1]=[O:2])=[CH:13][CH:12]=2)[CH2:32][CH2:31]1. The yield is 0.660.